Dataset: Forward reaction prediction with 1.9M reactions from USPTO patents (1976-2016). Task: Predict the product of the given reaction. (1) Given the reactants [CH3:1][C:2]1([CH3:24])[CH2:7][N:6]([C:8]2[CH:13]=[CH:12][C:11]([N+:14]([O-])=O)=[CH:10][CH:9]=2)[CH2:5][CH2:4][N:3]1[C:17]([O:19][C:20]([CH3:23])([CH3:22])[CH3:21])=[O:18].[Cl-].[NH4+], predict the reaction product. The product is: [NH2:14][C:11]1[CH:12]=[CH:13][C:8]([N:6]2[CH2:5][CH2:4][N:3]([C:17]([O:19][C:20]([CH3:23])([CH3:22])[CH3:21])=[O:18])[C:2]([CH3:24])([CH3:1])[CH2:7]2)=[CH:9][CH:10]=1. (2) Given the reactants [N+:1]([C:4]1[CH:9]=[CH:8][CH:7]=[C:6]([N+:10]([O-])=O)[C:5]=1[C:13]1[C:18]([N+:19]([O-])=O)=[CH:17][CH:16]=[CH:15][C:14]=1[N+:22]([O-])=O)([O-])=O, predict the reaction product. The product is: [NH2:1][C:4]1[CH:9]=[CH:8][CH:7]=[C:6]([NH2:10])[C:5]=1[C:13]1[C:18]([NH2:19])=[CH:17][CH:16]=[CH:15][C:14]=1[NH2:22]. (3) Given the reactants CC1C=CC(S(O[CH2:12][CH2:13][C@@H:14]2[CH2:16][C@@H:15]2[CH:17]2[CH2:22][CH2:21][N:20]([C:23]3[N:28]=[CH:27][C:26]([Cl:29])=[CH:25][N:24]=3)[CH2:19][CH2:18]2)(=O)=O)=CC=1.C(OC([NH:37][C:38]1[CH:39]=[C:40]([Cl:59])[C:41]([N:44](C(OC(C)(C)C)=O)C(OC(C)(C)C)=O)=[N:42][CH:43]=1)=O)(C)(C)C, predict the reaction product. The product is: [Cl:29][C:26]1[CH:27]=[N:28][C:23]([N:20]2[CH2:19][CH2:18][CH:17]([C@H:15]3[CH2:16][C@H:14]3[CH2:13][CH2:12][NH:44][C:41]3[C:40]([Cl:59])=[CH:39][C:38]([NH2:37])=[CH:43][N:42]=3)[CH2:22][CH2:21]2)=[N:24][CH:25]=1. (4) Given the reactants [CH:1]1([C:6]([OH:19])([C:17]#[CH:18])[CH2:7][C:8]2[O:13][C:12]([CH3:15])([CH3:14])[O:11][C:10](=[O:16])[CH:9]=2)[CH2:5][CH2:4][CH2:3][CH2:2]1.Br[C:21]1[S:22][CH:23]=[CH:24][N:25]=1.C(NC(C)C)(C)C, predict the reaction product. The product is: [CH:1]1([C:6]([OH:19])([C:17]#[C:18][C:21]2[S:22][CH:23]=[CH:24][N:25]=2)[CH2:7][C:8]2[O:13][C:12]([CH3:15])([CH3:14])[O:11][C:10](=[O:16])[CH:9]=2)[CH2:5][CH2:4][CH2:3][CH2:2]1.